Dataset: Peptide-MHC class I binding affinity with 185,985 pairs from IEDB/IMGT. Task: Regression. Given a peptide amino acid sequence and an MHC pseudo amino acid sequence, predict their binding affinity value. This is MHC class I binding data. (1) The peptide sequence is SLASIGTSF. The MHC is HLA-B35:01 with pseudo-sequence HLA-B35:01. The binding affinity (normalized) is 0.683. (2) The peptide sequence is VVMAYVGIK. The MHC is HLA-A03:01 with pseudo-sequence HLA-A03:01. The binding affinity (normalized) is 0.730.